The task is: Predict the reactants needed to synthesize the given product.. This data is from Full USPTO retrosynthesis dataset with 1.9M reactions from patents (1976-2016). (1) The reactants are: Cl.[NH:2]([C:4]1[CH:9]=[CH:8][C:7]([CH2:10][NH:11][S:12]([CH3:15])(=[O:14])=[O:13])=[CH:6][CH:5]=1)[NH2:3].C([O-])(=O)C.[Na+].[O:21]1[CH:26]=[CH:25][CH2:24][CH2:23][CH2:22]1. Given the product [OH:21][CH2:22][CH2:23][CH2:24][CH2:25][CH:26]=[N:3][NH:2][C:4]1[CH:9]=[CH:8][C:7]([CH2:10][NH:11][S:12]([CH3:15])(=[O:14])=[O:13])=[CH:6][CH:5]=1, predict the reactants needed to synthesize it. (2) Given the product [CH3:9][O:10][C:11]1[CH:12]=[CH:13][C:14]([CH2:15][N:16]2[CH:20]=[C:19]([C:2]3[CH:7]=[CH:6][N:5]=[C:4]([NH2:8])[CH:3]=3)[CH:18]=[N:17]2)=[CH:30][CH:31]=1, predict the reactants needed to synthesize it. The reactants are: Cl[C:2]1[CH:7]=[CH:6][N:5]=[C:4]([NH2:8])[CH:3]=1.[CH3:9][O:10][C:11]1[CH:31]=[CH:30][C:14]([CH2:15][N:16]2[CH:20]=[C:19](B3OC(C)(C)C(C)(C)O3)[CH:18]=[N:17]2)=[CH:13][CH:12]=1.C(=O)([O-])[O-].[Na+].[Na+].